Dataset: Forward reaction prediction with 1.9M reactions from USPTO patents (1976-2016). Task: Predict the product of the given reaction. (1) Given the reactants [C:1]1([C:7]([C:11]2[CH:16]=[CH:15][CH:14]=[CH:13][CH:12]=2)=[CH:8][C:9]#[N:10])[CH:6]=[CH:5][CH:4]=[CH:3][CH:2]=1.[Cl-].[Al+3].[Cl-].[Cl-].[AlH4-].[Li+], predict the reaction product. The product is: [C:11]1([C:7]([C:1]2[CH:2]=[CH:3][CH:4]=[CH:5][CH:6]=2)=[CH:8][CH2:9][NH2:10])[CH:12]=[CH:13][CH:14]=[CH:15][CH:16]=1. (2) Given the reactants [OH:1][C:2]1[C:7]([NH:8][C:9](=[O:25])[CH2:10][C:11]2[CH:12]=[C:13]([P:17](=[O:24])([O:21]CC)[O:18]CC)[CH:14]=[CH:15][CH:16]=2)=[CH:6][N:5]=[C:4]([C:26]2[N:27]=[N:28][CH:29]=[CH:30][CH:31]=2)[N:3]=1.C[Si](Br)(C)C, predict the reaction product. The product is: [OH:1][C:2]1[C:7]([NH:8][C:9](=[O:25])[CH2:10][C:11]2[CH:12]=[C:13]([P:17](=[O:18])([OH:24])[OH:21])[CH:14]=[CH:15][CH:16]=2)=[CH:6][N:5]=[C:4]([C:26]2[N:27]=[N:28][CH:29]=[CH:30][CH:31]=2)[N:3]=1. (3) Given the reactants Cl.[Br:2][C:3]1[N:7]([CH2:8]Cl)[N:6]=[C:5]([C:10]([CH3:13])([CH3:12])[CH3:11])[N:4]=1.[F:14][C:15]([F:24])([F:23])[CH2:16][CH2:17][CH:18]([C:21]#[N:22])[C:19]#[N:20].C(=O)([O-])[O-].[K+].[K+].O, predict the reaction product. The product is: [Br:2][C:3]1[N:7]([CH2:8][C:18]([CH2:17][CH2:16][C:15]([F:14])([F:23])[F:24])([C:19]#[N:20])[C:21]#[N:22])[N:6]=[C:5]([C:10]([CH3:13])([CH3:12])[CH3:11])[N:4]=1. (4) Given the reactants [Cl:1][C:2]1[CH:3]=[C:4]([C:9]2[C:17]([O:18][CH2:19][CH3:20])=[CH:16][C:12]([C:13](O)=[O:14])=[C:11]([F:21])[CH:10]=2)[CH:5]=[N:6][C:7]=1[F:8].[CH3:22][S:23]([NH2:26])(=[O:25])=[O:24].CCN=C=NCCCN(C)C.Cl, predict the reaction product. The product is: [Cl:1][C:2]1[CH:3]=[C:4]([C:9]2[C:17]([O:18][CH2:19][CH3:20])=[CH:16][C:12]([C:13]([NH:26][S:23]([CH3:22])(=[O:25])=[O:24])=[O:14])=[C:11]([F:21])[CH:10]=2)[CH:5]=[N:6][C:7]=1[F:8].